This data is from Reaction yield outcomes from USPTO patents with 853,638 reactions. The task is: Predict the reaction yield, written as a fraction of the theoretical maximum amount of product (1.0 means a 100% yield; for example, 0.34 means a 34% yield). (1) The reactants are C[O:2][C:3]([C:5]1[N:6]=[N:7][N:8]([CH2:16][C:17]2[CH:22]=[C:21]([C:23]([F:26])([F:25])[F:24])[CH:20]=[C:19]([C:27]([F:30])([F:29])[F:28])[CH:18]=2)[C:9]=1[C:10]1[CH:11]=[N:12][CH:13]=[CH:14][CH:15]=1)=O.[BH4-].[Na+].O. The catalyst is CO. The product is [F:26][C:23]([F:24])([F:25])[C:21]1[CH:22]=[C:17]([CH:18]=[C:19]([C:27]([F:28])([F:30])[F:29])[CH:20]=1)[CH2:16][N:8]1[C:9]([C:10]2[CH:11]=[N:12][CH:13]=[CH:14][CH:15]=2)=[C:5]([CH2:3][OH:2])[N:6]=[N:7]1. The yield is 0.750. (2) The reactants are C1COCC1.[CH3:6][N:7]1[CH:11]=[C:10]([CH3:12])[CH:9]=[N:8]1.[Li]CCCC.C(O[B:22]1[O:26][C:25]([CH3:28])([CH3:27])[C:24]([CH3:30])([CH3:29])[O:23]1)(C)C. The catalyst is [NH4+].[Cl-]. The product is [CH3:6][N:7]1[C:11]([B:22]2[O:26][C:25]([CH3:28])([CH3:27])[C:24]([CH3:30])([CH3:29])[O:23]2)=[C:10]([CH3:12])[CH:9]=[N:8]1. The yield is 0.780. (3) The reactants are [CH3:1][C:2]1[N:3]([S:19]([C:22]2[CH:27]=[CH:26][CH:25]=[CH:24][CH:23]=2)(=[O:21])=[O:20])[C:4]([C:13]2[CH:18]=[CH:17][CH:16]=[CH:15][CH:14]=2)=[C:5]([CH3:12])[C:6]=1[C:7](OCC)=[O:8].[H-].C([Al+]CC(C)C)C(C)C. The catalyst is C1(C)C=CC=CC=1. The product is [CH3:1][C:2]1[N:3]([S:19]([C:22]2[CH:27]=[CH:26][CH:25]=[CH:24][CH:23]=2)(=[O:21])=[O:20])[C:4]([C:13]2[CH:18]=[CH:17][CH:16]=[CH:15][CH:14]=2)=[C:5]([CH3:12])[C:6]=1[CH2:7][OH:8]. The yield is 0.940. (4) The reactants are [Br:1]N1C(=O)CCC1=O.[C:9]([CH2:15][C:16]#[N:17])(=[O:14])[C:10]([CH3:13])([CH3:12])[CH3:11]. The catalyst is C(Cl)(Cl)(Cl)Cl. The product is [Br:1][CH:15]([C:9](=[O:14])[C:10]([CH3:13])([CH3:12])[CH3:11])[C:16]#[N:17]. The yield is 0.879. (5) The reactants are [CH3:1][S:2][C:3]1[C:8](=[O:9])[N:7]([CH2:10][C:11]([OH:13])=[O:12])[N:6]=[CH:5][C:4]=1[NH:14][C@@H:15]1[CH2:20][C@@H:19]2[CH2:21][C@@H:17]([C:18]2([CH3:23])[CH3:22])[C@H:16]1[CH3:24].[CH2:25](O)[CH3:26].C(OCC)(=O)C. The catalyst is O1CCCC1. The product is [CH3:1][S:2][C:3]1[C:8](=[O:9])[N:7]([CH2:10][C:11]([O:13][CH2:25][CH3:26])=[O:12])[N:6]=[CH:5][C:4]=1[NH:14][C@@H:15]1[CH2:20][C@@H:19]2[CH2:21][C@@H:17]([C:18]2([CH3:23])[CH3:22])[C@H:16]1[CH3:24]. The yield is 0.820. (6) The reactants are [Br:1][C:2]1[CH:7]=[CH:6][C:5]([NH:8][C:9]2[C:10]([C:17]([OH:19])=O)=[CH:11][N:12]([CH3:16])[C:13](=[O:15])[CH:14]=2)=[C:4]([F:20])[CH:3]=1.CCN=C=NCCCN(C)C.C1C=CC2N(O)N=NC=2C=1.[CH:42]1([CH2:45][O:46][NH2:47])[CH2:44][CH2:43]1.CCN(CC)CC. The catalyst is CN(C=O)C.CCOC(C)=O. The product is [CH:42]1([CH2:45][O:46][NH:47][C:17]([C:10]2[C:9]([NH:8][C:5]3[CH:6]=[CH:7][C:2]([Br:1])=[CH:3][C:4]=3[F:20])=[CH:14][C:13](=[O:15])[N:12]([CH3:16])[CH:11]=2)=[O:19])[CH2:44][CH2:43]1. The yield is 0.890. (7) The reactants are [OH:1][C@H:2]1[CH2:34][N:5]2[C:6](=[O:33])[C@@H:7]([NH:24][C:25]([C:27]3[CH:31]=[C:30]([CH3:32])[O:29][N:28]=3)=[O:26])[CH2:8][CH2:9][CH2:10][CH2:11][CH2:12][CH:13]=[CH:14][C@@H:15]3[CH2:20][C@@:16]3([C:21]([OH:23])=[O:22])[NH:17][C:18](=[O:19])[C@@H:4]2[CH2:3]1.CC(C)([O-])C.[K+].Cl[C:42]1[C:43]([C:53]([F:56])([F:55])[F:54])=[N:44][C:45]2[C:50]([N:51]=1)=[CH:49][C:48]([F:52])=[CH:47][CH:46]=2. The catalyst is CS(C)=O.C1COCC1.CN(C)C=O.CC1CCCO1. The product is [F:52][C:48]1[CH:49]=[C:50]2[C:45]([N:44]=[C:43]([C:53]([F:56])([F:55])[F:54])[C:42]([O:1][C@H:2]3[CH2:34][N:5]4[C:6](=[O:33])[C@@H:7]([NH:24][C:25]([C:27]5[CH:31]=[C:30]([CH3:32])[O:29][N:28]=5)=[O:26])[CH2:8][CH2:9][CH2:10][CH2:11][CH2:12][CH:13]=[CH:14][C@@H:15]5[CH2:20][C@@:16]5([C:21]([OH:23])=[O:22])[NH:17][C:18](=[O:19])[C@@H:4]4[CH2:3]3)=[N:51]2)=[CH:46][CH:47]=1. The yield is 0.840. (8) The reactants are F[C:2]1[CH:3]=[N:4][CH:5]=[CH:6][C:7]=1[C:8]1[CH:15]=[CH:14][C:11]([C:12]#[N:13])=[CH:10][CH:9]=1.[S-2:16].[Na+].[Na+].Cl. The catalyst is CN(C=O)C. The product is [SH:16][C:2]1[CH:3]=[N:4][CH:5]=[CH:6][C:7]=1[C:8]1[CH:15]=[CH:14][C:11]([C:12]#[N:13])=[CH:10][CH:9]=1. The yield is 0.960. (9) The reactants are [CH:1](NC(C)C)(C)[CH3:2].[Li]CCCC.CN(P(N(C)C)(N(C)C)=O)C.[CH3:24][C:25]1[CH:26]=[N:27][CH:28]=[CH:29][CH:30]=1.Cl. The catalyst is C1COCC1. The product is [CH2:24]([C:25]1[CH:26]=[N:27][CH:28]=[CH:29][CH:30]=1)[CH2:1][CH3:2]. The yield is 0.100. (10) The reactants are [Cl:1][C:2]1[CH:3]=[CH:4][C:5]2[C:34]3[C:10](=[C:11]4[C:31](=[CH:32][CH:33]=3)[C:15]3[N:16]=[C:17]([C@@H:19]5[CH2:23][CH2:22][CH2:21][N:20]5[C:24]([O:26][C:27]([CH3:30])([CH3:29])[CH3:28])=[O:25])[NH:18][C:14]=3[CH2:13][CH2:12]4)[O:9][CH2:8][C:6]=2[CH:7]=1. The catalyst is ClCCl.[O-2].[Mn+4].[O-2]. The product is [Cl:1][C:2]1[CH:3]=[CH:4][C:5]2[C:34]3[C:10](=[C:11]4[C:31](=[CH:32][CH:33]=3)[C:15]3[N:16]=[C:17]([C@@H:19]5[CH2:23][CH2:22][CH2:21][N:20]5[C:24]([O:26][C:27]([CH3:30])([CH3:29])[CH3:28])=[O:25])[NH:18][C:14]=3[CH:13]=[CH:12]4)[O:9][CH2:8][C:6]=2[CH:7]=1. The yield is 0.960.